From a dataset of Full USPTO retrosynthesis dataset with 1.9M reactions from patents (1976-2016). Predict the reactants needed to synthesize the given product. (1) Given the product [CH3:5][C:2]([NH:1][CH2:8][CH2:7][CH2:13][S:10]([OH:12])(=[O:11])=[O:9])([CH3:6])[CH2:3][OH:4], predict the reactants needed to synthesize it. The reactants are: [NH2:1][C:2]([CH3:6])([CH3:5])[CH2:3][OH:4].[CH2:7]1[CH2:13][S:10](=[O:12])(=[O:11])[O:9][CH2:8]1. (2) Given the product [Cl:19][C:20]1[CH:25]=[CH:24][CH:23]=[CH:22][C:21]=1[C:2]1[CH:3]=[N:4][CH:5]=[C:6]2[C:11]=1[N:10]=[C:9]([C:12]([NH:14][CH2:15][CH2:16][O:17][CH3:18])=[O:13])[CH:8]=[CH:7]2, predict the reactants needed to synthesize it. The reactants are: Br[C:2]1[CH:3]=[N:4][CH:5]=[C:6]2[C:11]=1[N:10]=[C:9]([C:12]([NH:14][CH2:15][CH2:16][O:17][CH3:18])=[O:13])[CH:8]=[CH:7]2.[Cl:19][C:20]1[CH:25]=[CH:24][CH:23]=[CH:22][C:21]=1B(O)O.C(=O)([O-])[O-].[Cs+].[Cs+]. (3) Given the product [CH2:8]([N:15]1[CH2:16][CH2:17][CH:18]([N:21]2[C:25]3=[N:26][C:27]([C:36]4[CH:37]=[CH:38][C:39]([NH:42][C:1](=[O:2])[C:3]([F:6])([F:5])[F:4])=[CH:40][CH:41]=4)=[N:28][C:29]([N:30]4[CH2:31][CH2:32][O:33][CH2:34][CH2:35]4)=[C:24]3[CH:23]=[N:22]2)[CH2:19][CH2:20]1)[C:9]1[CH:14]=[CH:13][CH:12]=[CH:11][CH:10]=1, predict the reactants needed to synthesize it. The reactants are: [C:1](O)([C:3]([F:6])([F:5])[F:4])=[O:2].[CH2:8]([N:15]1[CH2:20][CH2:19][CH:18]([N:21]2[C:25]3=[N:26][C:27]([C:36]4[CH:41]=[CH:40][C:39]([NH2:42])=[CH:38][CH:37]=4)=[N:28][C:29]([N:30]4[CH2:35][CH2:34][O:33][CH2:32][CH2:31]4)=[C:24]3[CH:23]=[N:22]2)[CH2:17][CH2:16]1)[C:9]1[CH:14]=[CH:13][CH:12]=[CH:11][CH:10]=1.ClC(Cl)(OC(=O)OC(Cl)(Cl)Cl)Cl. (4) Given the product [CH2:1]([O:3][C:4]([C:6]1[C:12]2[NH:13][C:14]3[C:15]([OH:20])=[CH:16][CH:17]=[CH:18][C:19]=3[C:11]=2[CH2:10][CH2:9][N:8]([C:28](=[O:36])[C:29]2[CH:34]=[CH:33][C:32]([F:35])=[CH:31][CH:30]=2)[CH:7]=1)=[O:5])[CH3:2], predict the reactants needed to synthesize it. The reactants are: [CH2:1]([O:3][C:4]([C:6]1[C:12]2[NH:13][C:14]3[C:15]([O:20]CC4C=CC=CC=4)=[CH:16][CH:17]=[CH:18][C:19]=3[C:11]=2[CH2:10][CH2:9][N:8]([C:28](=[O:36])[C:29]2[CH:34]=[CH:33][C:32]([F:35])=[CH:31][CH:30]=2)[CH:7]=1)=[O:5])[CH3:2].C1CC=CCC=1. (5) Given the product [CH2:67]([O:66][C:64]([C@@:59]1([NH:58][C:25]([C@@H:23]2[CH2:24][C@@H:20]([O:19][C:17]3[C:16]4[C:11](=[C:12]([CH3:34])[C:13]([O:32][CH3:33])=[CH:14][CH:15]=4)[N:10]=[C:9]([C:6]4[S:7][CH:8]=[C:4]([CH:1]([CH3:2])[CH3:3])[N:5]=4)[CH:18]=3)[CH2:21][C@H:22]2[C:28]([O:30][CH3:31])=[O:29])=[O:27])[CH2:61][C@H:60]1[CH:62]=[CH2:63])=[O:65])[CH3:68], predict the reactants needed to synthesize it. The reactants are: [CH:1]([C:4]1[N:5]=[C:6]([C:9]2[CH:18]=[C:17]([O:19][C@@H:20]3[CH2:24][C@@H:23]([C:25]([OH:27])=O)[C@H:22]([C:28]([O:30][CH3:31])=[O:29])[CH2:21]3)[C:16]3[C:11](=[C:12]([CH3:34])[C:13]([O:32][CH3:33])=[CH:14][CH:15]=3)[N:10]=2)[S:7][CH:8]=1)([CH3:3])[CH3:2].C([O-])(O)=O.[Na+].C(OC1C=CC2C(=CC=CC=2)N1C(OCC)=O)C.[NH2:58][C@:59]1([C:64]([O:66][CH2:67][CH3:68])=[O:65])[CH2:61][C@H:60]1[CH:62]=[CH2:63].CC1C=CC(S([O-])(=O)=O)=CC=1.Cl.CC1CCCO1. (6) The reactants are: [Li+].[OH-].[C:3]([O:7][C:8]([N:10]([C:19]1[CH:24]=[CH:23][C:22]([O:25][CH3:26])=[C:21]([O:27][CH3:28])[CH:20]=1)[S:11]([CH2:14][C:15]([O:17]C)=[O:16])(=[O:13])=[O:12])=[O:9])([CH3:6])([CH3:5])[CH3:4].CCOC(C)=O. Given the product [C:3]([O:7][C:8]([N:10]([C:19]1[CH:24]=[CH:23][C:22]([O:25][CH3:26])=[C:21]([O:27][CH3:28])[CH:20]=1)[S:11]([CH2:14][C:15]([OH:17])=[O:16])(=[O:13])=[O:12])=[O:9])([CH3:6])([CH3:5])[CH3:4], predict the reactants needed to synthesize it.